Dataset: Reaction yield outcomes from USPTO patents with 853,638 reactions. Task: Predict the reaction yield, written as a fraction of the theoretical maximum amount of product (1.0 means a 100% yield; for example, 0.34 means a 34% yield). (1) The reactants are [F:1][C:2]1[CH:3]=[C:4]([C:12]([O:14]C)=[O:13])[C:5]2[CH:6]=[N:7][N:8]([CH3:11])[C:9]=2[CH:10]=1.[OH-].[Na+]. The catalyst is CO.O. The product is [F:1][C:2]1[CH:3]=[C:4]([C:12]([OH:14])=[O:13])[C:5]2[CH:6]=[N:7][N:8]([CH3:11])[C:9]=2[CH:10]=1. The yield is 0.740. (2) The reactants are Cl[C:2]1[CH:3]=[C:4]([C:18]2[N:23]=[C:22]([CH3:24])[N:21]=[C:20]([NH2:25])[N:19]=2)[C:5]([NH:8][C:9]2[CH:10]=[N:11][C:12]([O:16][CH3:17])=[C:13]([F:15])[CH:14]=2)=[N:6][CH:7]=1.C(=O)([O-])[O-].[K+].[K+].O.[CH3:33][C:34]1([CH3:45])[C:38](C)(C)OB(C=C(C)C)O1. The catalyst is CC(P(C(C)(C)C)C1C=CC(N(C)C)=CC=1)(C)C.CC(P(C(C)(C)C)C1C=CC(N(C)C)=CC=1)(C)C.Cl[Pd]Cl.O1CCOCC1. The product is [F:15][C:13]1[CH:14]=[C:9]([NH:8][C:5]2[C:4]([C:18]3[N:23]=[C:22]([CH3:24])[N:21]=[C:20]([NH2:25])[N:19]=3)=[CH:3][C:2]([CH:33]=[C:34]([CH3:45])[CH3:38])=[CH:7][N:6]=2)[CH:10]=[N:11][C:12]=1[O:16][CH3:17]. The yield is 0.880. (3) The reactants are C([O-])([O-])=O.[Cs+].[Cs+].[N+:7]([C:10]1[CH:18]=[C:17]2[C:13]([C:14]([C:19]3[CH:26]=[CH:25][C:22]([C:23]#[N:24])=[CH:21][CH:20]=3)=[CH:15][NH:16]2)=[CH:12][CH:11]=1)([O-:9])=[O:8].[CH2:27](Br)[CH2:28][CH:29]([CH3:31])[CH3:30]. The catalyst is CN(C=O)C. The product is [CH3:30][CH:29]([CH3:31])[CH2:28][CH2:27][N:16]1[C:17]2[C:13](=[CH:12][CH:11]=[C:10]([N+:7]([O-:9])=[O:8])[CH:18]=2)[C:14]([C:19]2[CH:20]=[CH:21][C:22]([C:23]#[N:24])=[CH:25][CH:26]=2)=[CH:15]1. The yield is 0.950. (4) The product is [OH:8][N:9]1[C:15](=[O:16])[N:14]2[CH2:17][C@H:10]1[CH2:11][CH2:12][C@@H:13]2[C:18]([NH:20][NH:21][C:22]([C:24]1[CH:29]=[CH:28][CH:27]=[CH:26][CH:25]=1)=[O:23])=[O:19]. The catalyst is CO.[Pd]. The yield is 0.890. The reactants are C([O:8][N:9]1[C:15](=[O:16])[N:14]2[CH2:17][C@H:10]1[CH2:11][CH2:12][C@@H:13]2[C:18]([NH:20][NH:21][C:22]([C:24]1[CH:29]=[CH:28][CH:27]=[CH:26][CH:25]=1)=[O:23])=[O:19])C1C=CC=CC=1.[H][H]. (5) The reactants are [Br:1][C:2]1[C:3](=[O:17])[NH:4][CH:5]=[CH:6][C:7]=1[O:8][CH2:9][C:10]1[CH:15]=[CH:14][C:13]([F:16])=[CH:12][CH:11]=1.[C:18]([O-])([O-])=O.[K+].[K+].[CH:24]1(CBr)[CH2:26][CH2:25]1. The catalyst is CN(C=O)C. The product is [Br:1][C:2]1[C:3](=[O:17])[N:4]([CH:24]2[CH2:26][CH2:25]2)[CH:5]=[C:6]([CH3:18])[C:7]=1[O:8][CH2:9][C:10]1[CH:15]=[CH:14][C:13]([F:16])=[CH:12][CH:11]=1. The yield is 0.390. (6) The reactants are [Br:1][C:2]1[N:6]2[C:7](Br)=[CH:8][N:9]=[CH:10][C:5]2=[N:4][CH:3]=1.[CH:12]([NH2:15])([CH3:14])[CH3:13]. The catalyst is C1COCC1.C(Cl)Cl. The product is [Br:1][C:2]1[N:6]2[CH:7]=[CH:8][N:9]=[C:10]([NH:15][CH:12]([CH3:14])[CH3:13])[C:5]2=[N:4][CH:3]=1. The yield is 0.680.